This data is from Full USPTO retrosynthesis dataset with 1.9M reactions from patents (1976-2016). The task is: Predict the reactants needed to synthesize the given product. (1) The reactants are: [C:1]([C:3]1[C:4]([N:15]2[CH2:20][CH2:19][CH:18]([C:21]([OH:23])=O)[CH2:17][CH2:16]2)=[N:5][C:6]([CH3:14])=[C:7]([C:9]([O:11][CH2:12][CH3:13])=[O:10])[CH:8]=1)#[N:2].[Cl:24][C:25]1[CH:30]=[CH:29][C:28]([CH2:31][S:32]([NH2:35])(=[O:34])=[O:33])=[CH:27][CH:26]=1.CN(C(ON1N=NC2C=CC=NC1=2)=[N+](C)C)C.F[P-](F)(F)(F)(F)F.CCN(P1(N(C)CCCN1C)=NC(C)(C)C)CC. Given the product [CH2:12]([O:11][C:9](=[O:10])[C:7]1[CH:8]=[C:3]([C:1]#[N:2])[C:4]([N:15]2[CH2:20][CH2:19][CH:18]([C:21]([NH:35][S:32]([CH2:31][C:28]3[CH:29]=[CH:30][C:25]([Cl:24])=[CH:26][CH:27]=3)(=[O:34])=[O:33])=[O:23])[CH2:17][CH2:16]2)=[N:5][C:6]=1[CH3:14])[CH3:13], predict the reactants needed to synthesize it. (2) Given the product [C:27]([C:16]1[CH:17]=[C:18]2[C:13](=[CH:14][CH:15]=1)[C:12](=[O:30])[NH:11][C:10]([CH2:9][NH:8][C:6](=[O:7])[O:5][C:1]([CH3:4])([CH3:3])[CH3:2])=[C:19]2[C:20]1[CH:21]=[CH:22][C:23]([CH3:26])=[CH:24][CH:25]=1)#[N:29], predict the reactants needed to synthesize it. The reactants are: [C:1]([O:5][C:6]([NH:8][CH2:9][C:10]1[N:11](CC(C)C)[C:12](=[O:30])[C:13]2[C:18]([C:19]=1[C:20]1[CH:25]=[CH:24][C:23]([CH3:26])=[CH:22][CH:21]=1)=[CH:17][C:16]([C:27]([NH2:29])=O)=[CH:15][CH:14]=2)=[O:7])([CH3:4])([CH3:3])[CH3:2].N1C(Cl)=NC(Cl)=NC=1Cl.CN(C)C=O. (3) The reactants are: [CH2:1]([O:5][C:6]1[CH:13]=[CH:12][C:9]([CH:10]=O)=[CH:8][CH:7]=1)[CH2:2][CH2:3][CH3:4].[CH3:14][C:15]([C:17]1[CH:22]=[C:21]([O:23][CH3:24])[C:20]([O:25][CH3:26])=[C:19]([O:27][CH3:28])[CH:18]=1)=[O:16].[OH-].[Na+]. Given the product [CH2:1]([O:5][C:6]1[CH:13]=[CH:12][C:9](/[CH:10]=[CH:14]/[C:15]([C:17]2[CH:18]=[C:19]([O:27][CH3:28])[C:20]([O:25][CH3:26])=[C:21]([O:23][CH3:24])[CH:22]=2)=[O:16])=[CH:8][CH:7]=1)[CH2:2][CH2:3][CH3:4], predict the reactants needed to synthesize it. (4) Given the product [CH3:14][O:15][C:16](=[O:29])[CH:17]=[CH:18][C:19]1[CH:24]=[CH:23][CH:22]=[CH:21][C:20]=1[S:25](=[O:26])(=[O:27])[NH:1][C:2]1[CH:7]=[CH:6][CH:5]=[CH:4][CH:3]=1, predict the reactants needed to synthesize it. The reactants are: [NH2:1][C:2]1[CH:7]=[CH:6][CH:5]=[CH:4][CH:3]=1.N1C=CC=CC=1.[CH3:14][O:15][C:16](=[O:29])[CH:17]=[CH:18][C:19]1[CH:24]=[CH:23][CH:22]=[CH:21][C:20]=1[S:25](Cl)(=[O:27])=[O:26]. (5) Given the product [Cl:19][C:13]1[CH:14]=[CH:15][C:16]([Cl:18])=[CH:17][C:12]=1[C:3]1[C:2]([Cl:1])=[CH:7][C:6]([O:8][CH3:9])=[C:5]([CH2:10][CH2:11][OH:20])[CH:4]=1, predict the reactants needed to synthesize it. The reactants are: [Cl:1][C:2]1[CH:7]=[C:6]([O:8][CH3:9])[C:5]([CH:10]=[CH2:11])=[CH:4][C:3]=1[C:12]1[CH:17]=[C:16]([Cl:18])[CH:15]=[CH:14][C:13]=1[Cl:19].[OH-:20].[Na+].OO.